The task is: Regression. Given a peptide amino acid sequence and an MHC pseudo amino acid sequence, predict their binding affinity value. This is MHC class II binding data.. This data is from Peptide-MHC class II binding affinity with 134,281 pairs from IEDB. (1) The peptide sequence is LQGPFNFRFLTEKGMKNVFDDVVPEKYTIG. The MHC is HLA-DQA10501-DQB10201 with pseudo-sequence HLA-DQA10501-DQB10201. The binding affinity (normalized) is 0.568. (2) The peptide sequence is IRWLIEEVRHRLRIT. The MHC is DRB1_0101 with pseudo-sequence DRB1_0101. The binding affinity (normalized) is 0.545. (3) The peptide sequence is NSCAKNYNCKILPNT. The MHC is HLA-DPA10301-DPB10402 with pseudo-sequence HLA-DPA10301-DPB10402. The binding affinity (normalized) is 0.374.